Task: Binary Classification. Given a miRNA mature sequence and a target amino acid sequence, predict their likelihood of interaction.. Dataset: Experimentally validated miRNA-target interactions with 360,000+ pairs, plus equal number of negative samples The miRNA is hsa-miR-4733-3p with sequence CCACCAGGUCUAGCAUUGGGAU. The protein sequence of the target gene is MQHYGVNGYSLHAMNSLSAMYNLHQQAAQQAQHAPDYRPSVHALTLAERLAGCTFQDIILEARYGSQHRKQRRSRTAFTAQQLEALEKTFQKTHYPDVVMRERLAMCTNLPEARVQVWFKNRRAKFRKKQRSLQKEQLQKQKEAEGSHGEGKAEAPTPDTQLDTEQPPRLPGSDPPAELHLSLSEQSASESAPEDQPDREEDPRAGAEDPKAEKSPGADSKGLGCKRGSPKADSPGSLTITPVAPGGGLLGPSHSYSSSPLSLFRLQEQFRQHMAATNNLVHYSSFEVGGPAPAAAAAAA.... Result: 0 (no interaction).